Dataset: Forward reaction prediction with 1.9M reactions from USPTO patents (1976-2016). Task: Predict the product of the given reaction. (1) Given the reactants [F:1][C:2]([F:24])([F:23])[C:3]([NH:5][CH2:6][CH2:7][C:8]1[CH:13]=[CH:12][C:11]([S:14][C:15]2[CH:20]=[CH:19][C:18]([O:21]C)=[CH:17][CH:16]=2)=[CH:10][CH:9]=1)=[O:4].B(Br)(Br)Br, predict the reaction product. The product is: [F:24][C:2]([F:1])([F:23])[C:3]([NH:5][CH2:6][CH2:7][C:8]1[CH:9]=[CH:10][C:11]([S:14][C:15]2[CH:20]=[CH:19][C:18]([OH:21])=[CH:17][CH:16]=2)=[CH:12][CH:13]=1)=[O:4]. (2) Given the reactants Cl.[NH:2]1[CH2:7][CH2:6][C:5]([C:8]2[CH:13]=[CH:12][C:11]([N:14]3[CH2:18][C@H:17]([CH2:19][N:20]4[CH:24]=[CH:23][N:22]=[N:21]4)[O:16][C:15]3=[O:25])=[CH:10][C:9]=2[F:26])=[CH:4][CH2:3]1.[CH2:27]([S:29](Cl)(=[O:31])=[O:30])[CH3:28], predict the reaction product. The product is: [CH2:27]([S:29]([N:2]1[CH2:7][CH2:6][C:5]([C:8]2[CH:13]=[CH:12][C:11]([N:14]3[CH2:18][C@H:17]([CH2:19][N:20]4[CH:24]=[CH:23][N:22]=[N:21]4)[O:16][C:15]3=[O:25])=[CH:10][C:9]=2[F:26])=[CH:4][CH2:3]1)(=[O:31])=[O:30])[CH3:28]. (3) Given the reactants Br[CH:2]1[CH2:11][CH2:10][C:9]2[CH:8]=[N:7][C:6]([Cl:12])=[CH:5][C:4]=2[C:3]1=O.[O:14]=[C:15]1[CH2:20][C:19](=O)[CH2:18][CH2:17][N:16]1[C:22]([O:24][C:25]([CH3:28])([CH3:27])[CH3:26])=[O:23].C([O-])(=O)C.[NH4+:33], predict the reaction product. The product is: [Cl:12][C:6]1[N:7]=[CH:8][C:9]2[CH2:10][CH2:11][C:2]3[C:20]4[C:15](=[O:14])[N:16]([C:22]([O:24][C:25]([CH3:28])([CH3:27])[CH3:26])=[O:23])[CH2:17][CH2:18][C:19]=4[NH:33][C:3]=3[C:4]=2[CH:5]=1. (4) Given the reactants O.[OH-].[Li+].[CH:4]1([N:8]([CH2:20][C@@H:21]2[C@@H:28]3[C@@H:24]([O:25][C:26]([CH3:30])([CH3:29])[O:27]3)[C@H:23]([N:31]3[C:35]4[N:36]=[CH:37][N:38]=[C:39]([NH:40][CH2:41][C:42]5[CH:47]=[CH:46][C:45]([O:48][CH3:49])=[CH:44][C:43]=5[O:50][CH3:51])[C:34]=4[CH:33]=[CH:32]3)[CH2:22]2)[CH:9]2[CH2:12][CH:11]([CH2:13][CH2:14][C:15]([O:17]CC)=[O:16])[CH2:10]2)[CH2:7][CH2:6][CH2:5]1.O1CCCC1.CO.Cl, predict the reaction product. The product is: [CH:4]1([N:8]([CH2:20][C@@H:21]2[C@@H:28]3[C@@H:24]([O:25][C:26]([CH3:29])([CH3:30])[O:27]3)[C@H:23]([N:31]3[C:35]4[N:36]=[CH:37][N:38]=[C:39]([NH:40][CH2:41][C:42]5[CH:47]=[CH:46][C:45]([O:48][CH3:49])=[CH:44][C:43]=5[O:50][CH3:51])[C:34]=4[CH:33]=[CH:32]3)[CH2:22]2)[CH:9]2[CH2:10][CH:11]([CH2:13][CH2:14][C:15]([OH:17])=[O:16])[CH2:12]2)[CH2:7][CH2:6][CH2:5]1. (5) Given the reactants [O:1]=[C:2]1[NH:18][C:5]2=[CH:6][C:7]3[C:8](=[O:17])[CH:9]=[C:10]([C:14]([OH:16])=O)[NH:11][C:12]=3[CH:13]=[C:4]2[O:3]1.[CH2:19]([CH:26]1[CH2:31][CH2:30][NH:29][CH2:28][CH2:27]1)[C:20]1[CH:25]=[CH:24][CH:23]=[CH:22][CH:21]=1, predict the reaction product. The product is: [CH2:19]([CH:26]1[CH2:31][CH2:30][N:29]([C:14]([C:10]2[NH:11][C:12]3[CH:13]=[C:4]4[O:3][C:2](=[O:1])[NH:18][C:5]4=[CH:6][C:7]=3[C:8](=[O:17])[CH:9]=2)=[O:16])[CH2:28][CH2:27]1)[C:20]1[CH:25]=[CH:24][CH:23]=[CH:22][CH:21]=1. (6) The product is: [CH3:1][C:2]1[CH:11]=[C:10]([O:12][C:13]2[CH:18]=[CH:17][CH:16]=[CH:15][CH:14]=2)[C:9]2[CH2:8][CH2:7][CH2:6][C:5](=[O:19])[C:4]=2[N:3]=1. Given the reactants [CH3:1][C:2]1[CH:11]=[C:10]([O:12][C:13]2[CH:18]=[CH:17][CH:16]=[CH:15][CH:14]=2)[C:9]2[CH2:8][CH2:7][CH2:6][CH:5]([OH:19])[C:4]=2[N:3]=1, predict the reaction product. (7) Given the reactants [CH2:1]([O:6][CH2:7][CH2:8][OH:9])[CH2:2][CH2:3][CH2:4][CH3:5].C(OC(C)(C)C)(C)(C)C.[K].C1COCC1.F[C:26]1[CH:34]=[CH:33][C:29]([C:30]([OH:32])=[O:31])=[CH:28][C:27]=1[C:35]([F:38])([F:37])[F:36], predict the reaction product. The product is: [CH2:1]([O:6][CH2:7][CH2:8][O:9][C:26]1[CH:34]=[CH:33][C:29]([C:30]([OH:32])=[O:31])=[CH:28][C:27]=1[C:35]([F:36])([F:38])[F:37])[CH2:2][CH2:3][CH2:4][CH3:5]. (8) Given the reactants [NH2:1][C:2]1[C:9]([N+:10]([O-:12])=[O:11])=[CH:8][CH:7]=[C:6](Cl)[C:3]=1[C:4]#[N:5].[CH3:14][O:15][C:16]1[CH:21]=[CH:20][CH:19]=[CH:18][C:17]=1B(O)O.P([O-])([O-])([O-])=O.[K+].[K+].[K+].C1(P(C2CCCCC2)C2C=CC=CC=2C2C=CC=CC=2N(C)C)CCCCC1, predict the reaction product. The product is: [NH2:1][C:2]1[C:9]([N+:10]([O-:12])=[O:11])=[CH:8][CH:7]=[C:6]([C:17]2[CH:18]=[CH:19][CH:20]=[CH:21][C:16]=2[O:15][CH3:14])[C:3]=1[C:4]#[N:5]. (9) Given the reactants [CH:1]([Mg]Br)=[CH2:2].[Br:5][C:6]1[CH:7]=[C:8]([N+:13]([O-])=O)[CH:9]=[CH:10][C:11]=1[Cl:12].[NH4+].[Cl-], predict the reaction product. The product is: [Br:5][C:6]1[C:11]([Cl:12])=[CH:10][CH:9]=[C:8]2[C:7]=1[CH:1]=[CH:2][NH:13]2.[Br:5][C:6]1[CH:7]=[C:8]2[C:9]([CH:1]=[CH:2][NH:13]2)=[CH:10][C:11]=1[Cl:12].